This data is from Full USPTO retrosynthesis dataset with 1.9M reactions from patents (1976-2016). The task is: Predict the reactants needed to synthesize the given product. (1) The reactants are: [C:1]([C:5]1[CH:6]=[C:7]2[C:11](=[CH:12][CH:13]=1)[N:10]([CH:14]1[CH2:19][CH2:18][CH2:17][CH2:16][O:15]1)[N:9]=[CH:8]2)#[C:2][CH2:3][CH3:4].I[C:21]1[CH:26]=[CH:25][CH:24]=[CH:23][CH:22]=1.[CH:27]([C:29]1[CH:30]=[C:31]2[C:36](=[CH:37][CH:38]=1)[CH:35]=[C:34](B(O)O)[CH:33]=[CH:32]2)=[O:28]. Given the product [C:21]1(/[C:2](/[CH2:3][CH3:4])=[C:1](\[C:34]2[CH:35]=[C:36]3[C:31](=[CH:32][CH:33]=2)[CH:30]=[C:29]([CH:27]=[O:28])[CH:38]=[CH:37]3)/[C:5]2[CH:6]=[C:7]3[C:11](=[CH:12][CH:13]=2)[N:10]([CH:14]2[CH2:19][CH2:18][CH2:17][CH2:16][O:15]2)[N:9]=[CH:8]3)[CH:26]=[CH:25][CH:24]=[CH:23][CH:22]=1, predict the reactants needed to synthesize it. (2) Given the product [Br:1][C:2]1[C:11]([O:12][CH3:13])=[CH:10][CH:9]=[C:8]2[C:3]=1[CH:4]=[CH:5][N:6]=[C:7]2[O:14][CH:15]1[CH2:32][CH:31]2[N:17]([C:18](=[O:38])[N:19]([CH3:37])[CH2:20][CH2:21][CH2:22][CH2:23][CH:24]=[CH:25][CH:26]3[C:28]([C:34]([NH:57][S:54]([CH:51]4[CH2:53][CH2:52]4)(=[O:56])=[O:55])=[O:35])([NH:29][C:30]2=[O:33])[CH2:27]3)[CH2:16]1, predict the reactants needed to synthesize it. The reactants are: [Br:1][C:2]1[C:11]([O:12][CH3:13])=[CH:10][CH:9]=[C:8]2[C:3]=1[CH:4]=[CH:5][N:6]=[C:7]2[O:14][CH:15]1[CH2:32][CH:31]2[N:17]([C:18](=[O:38])[N:19]([CH3:37])[CH2:20][CH2:21][CH2:22][CH2:23][CH:24]=[CH:25][CH:26]3[C:28]([C:34](O)=[O:35])([NH:29][C:30]2=[O:33])[CH2:27]3)[CH2:16]1.C(N1C=CN=C1)(N1C=CN=C1)=O.[CH:51]1([S:54]([NH2:57])(=[O:56])=[O:55])[CH2:53][CH2:52]1.C1CCN2C(=NCCC2)CC1. (3) Given the product [Br:1][C:2]1[CH:3]=[CH:4][C:5]([CH2:6][OH:7])=[C:9]([CH:8]([C:17]2[CH:18]=[CH:19][C:14]([CH2:12][CH3:13])=[CH:15][CH:16]=2)[OH:11])[CH:10]=1, predict the reactants needed to synthesize it. The reactants are: [Br:1][C:2]1[CH:10]=[C:9]2[C:5]([CH2:6][O:7][CH:8]2[OH:11])=[CH:4][CH:3]=1.[CH2:12]([C:14]1[CH:19]=[CH:18][C:17]([Mg]Br)=[CH:16][CH:15]=1)[CH3:13]. (4) Given the product [CH:1]1([O:6][C:7]2[CH:8]=[C:9]([CH:15]3[CH2:19][N:18]([CH2:20][C:21]([OH:23])=[O:22])[C:17](=[O:24])[CH2:16]3)[CH:10]=[CH:11][C:12]=2[O:13][CH3:14])[CH2:5][CH2:4][CH2:3][CH2:2]1, predict the reactants needed to synthesize it. The reactants are: [CH:1]1([O:6][C:7]2[CH:8]=[C:9]([CH:15]3[CH2:19][N:18]([CH2:20][C:21]([O-:23])=[O:22])[C:17](=[O:24])[CH2:16]3)[CH:10]=[CH:11][C:12]=2[O:13][CH3:14])[CH2:5][CH2:4][CH2:3][CH2:2]1.[OH-].[K+].Cl.O. (5) Given the product [Cl:38][C:27]1[CH:28]=[C:29]([O:32][CH2:33][CH2:34][CH2:35][CH2:36][CH3:37])[CH:30]=[CH:31][C:26]=1[CH2:25][N:4]1[C:5]2[CH:21]=[CH:20][C:8]([O:9][CH2:10][CH2:11][CH2:12][CH2:13][CH2:14][C:15]([O:17][CH2:18][CH3:19])=[O:16])=[CH:7][C:6]=2[N:22]=[C:1]1[CH3:2], predict the reactants needed to synthesize it. The reactants are: [C:1]([N:4]([CH2:25][C:26]1[CH:31]=[CH:30][C:29]([O:32][CH2:33][CH2:34][CH2:35][CH2:36][CH3:37])=[CH:28][C:27]=1[Cl:38])[C:5]1[CH:21]=[CH:20][C:8]([O:9][CH2:10][CH2:11][CH2:12][CH2:13][CH2:14][C:15]([O:17][CH2:18][CH3:19])=[O:16])=[CH:7][C:6]=1[N+:22]([O-])=O)(=O)[CH3:2].C(O)C. (6) Given the product [C:1]1([C:7]2[CH:8]=[C:9]3[C:13](=[C:14]([C:16]([NH2:18])=[O:17])[CH:15]=2)[NH:12][CH:11]=[C:10]3[CH:19]2[CH2:24][CH2:23][N:22]([S:39]([C:36]3[CH:37]=[CH:38][S:34][CH:35]=3)(=[O:41])=[O:40])[CH2:21][CH2:20]2)[CH:2]=[CH:3][CH:4]=[CH:5][CH:6]=1, predict the reactants needed to synthesize it. The reactants are: [C:1]1([C:7]2[CH:8]=[C:9]3[C:13](=[C:14]([C:16]([NH2:18])=[O:17])[CH:15]=2)[NH:12][CH:11]=[C:10]3[CH:19]2[CH2:24][CH2:23][NH:22][CH2:21][CH2:20]2)[CH:6]=[CH:5][CH:4]=[CH:3][CH:2]=1.C(N(C(C)C)CC)(C)C.[S:34]1[CH:38]=[CH:37][C:36]([S:39](Cl)(=[O:41])=[O:40])=[CH:35]1. (7) Given the product [CH3:8][C:9]1[C:13]([CH3:14])=[C:12]([N:15]([CH2:26][O:27][CH2:28][CH2:29][Si:30]([CH3:33])([CH3:32])[CH3:31])[S:16]([C:19]2[S:20][C:21]([CH3:24])=[CH:22][CH:23]=2)(=[O:17])=[O:18])[O:11][N:10]=1, predict the reactants needed to synthesize it. The reactants are: [H-].[Na+].CN(C)C=O.[CH3:8][C:9]1[C:13]([CH3:14])=[C:12]([NH:15][S:16]([C:19]2[S:20][C:21]([CH3:24])=[CH:22][CH:23]=2)(=[O:18])=[O:17])[O:11][N:10]=1.Cl[CH2:26][O:27][CH2:28][CH2:29][Si:30]([CH3:33])([CH3:32])[CH3:31]. (8) Given the product [NH2:2][CH:3]1[CH2:8][CH2:7][CH2:6][CH:5]([N:9]2[C:18]3[CH:17]=[CH:16][CH:15]=[C:14]([Cl:19])[C:13]=3[C:12]3=[N:20][O:21][C:22]([CH3:23])=[C:11]3[C:10]2=[O:24])[CH2:4]1, predict the reactants needed to synthesize it. The reactants are: I.[NH2:2][CH:3]1[CH2:8][CH2:7][CH2:6][CH:5]([N:9]2[C:18]3[CH:17]=[CH:16][CH:15]=[C:14]([Cl:19])[C:13]=3[C:12]3=[N:20][O:21][C:22]([CH3:23])=[C:11]3[C:10]2=[O:24])[CH2:4]1.C([O-])(O)=O.[Na+]. (9) Given the product [CH2:35]([O:34][C:11]1([O:10][CH2:8][CH2:9][CH2:68][CH2:69][CH2:57][CH2:58][CH2:59][CH2:60]/[CH:61]=[CH:56]\[CH2:66]/[CH:2]=[CH:3]\[CH2:4][CH2:5][CH2:6][CH2:1][CH3:7])[CH2:16][CH2:15][N:14]([C:17]([O:19][CH2:20][CH:21]2[C:22]3[CH:23]=[CH:24][CH:25]=[CH:26][C:27]=3[C:28]3[C:33]2=[CH:32][CH:31]=[CH:30][CH:29]=3)=[O:18])[CH2:13][CH2:12]1)[CH2:36][CH2:39][CH2:40][CH2:41][CH2:42][CH2:43][CH2:44]/[CH:45]=[CH:46]\[CH2:47]/[CH:48]=[CH:49]\[CH2:50][CH2:51][CH2:52][CH2:53][CH3:54], predict the reactants needed to synthesize it. The reactants are: [C:1]1([CH3:7])[CH:6]=[CH:5][CH:4]=[CH:3][CH:2]=1.[CH2:8]([O:10][C:11]1([O:34][CH2:35][CH3:36])[CH2:16][CH2:15][N:14]([C:17]([O:19][CH2:20][CH:21]2[C:33]3[CH:32]=[CH:31][CH:30]=[CH:29][C:28]=3[C:27]3[C:22]2=[CH:23][CH:24]=[CH:25][CH:26]=3)=[O:18])[CH2:13][CH2:12]1)[CH3:9].C(O)C[CH2:39][CH2:40][CH2:41][CH2:42][CH2:43][CH2:44]/[CH:45]=[CH:46]\[CH2:47]/[CH:48]=[CH:49]\[CH2:50][CH2:51][CH2:52][CH2:53][CH3:54].[C:56]1([CH3:66])[CH:61]=[CH:60][C:59](S([O-])(=O)=O)=[CH:58][CH:57]=1.[NH+]1C=CC=[CH:69][CH:68]=1.